From a dataset of Full USPTO retrosynthesis dataset with 1.9M reactions from patents (1976-2016). Predict the reactants needed to synthesize the given product. (1) The reactants are: [O:1]([C@H:8]1[CH2:13][CH2:12][C@H:11]([NH:14]C(=O)OC(C)(C)C)[CH2:10][CH2:9]1)[C:2]1[CH:7]=[CH:6][CH:5]=[CH:4][CH:3]=1.[ClH:22].C(OCC)(=O)C.CCCCCC. Given the product [ClH:22].[O:1]([C@H:8]1[CH2:9][CH2:10][C@H:11]([NH2:14])[CH2:12][CH2:13]1)[C:2]1[CH:7]=[CH:6][CH:5]=[CH:4][CH:3]=1, predict the reactants needed to synthesize it. (2) Given the product [Cl:28][C:29]1[N:34]=[C:4]([O:7][CH2:8][CH:9]2[CH2:10][CH2:11][N:12]([C:15]3[CH:16]=[CH:17][C:18]4[N:19]([C:21]([C:24]([F:27])([F:25])[F:26])=[N:22][N:23]=4)[N:20]=3)[CH2:13][CH2:14]2)[CH:3]=[CH:2][CH:30]=1, predict the reactants needed to synthesize it. The reactants are: O1CC[CH:4]([O:7][CH2:8][CH:9]2[CH2:14][CH2:13][N:12]([C:15]3[CH:16]=[CH:17][C:18]4[N:19]([C:21]([C:24]([F:27])([F:26])[F:25])=[N:22][N:23]=4)[N:20]=3)[CH2:11][CH2:10]2)[CH2:3][CH2:2]1.[Cl:28][C:29]1[N:34]=C(O)C=C[CH:30]=1. (3) Given the product [F:1][C:2]([F:10])([F:11])[C:3]1[CH:4]=[C:5]([NH:6][C:12]2[CH2:17][CH2:16][CH2:15][C:14](=[O:18])[CH:13]=2)[CH:7]=[CH:8][CH:9]=1, predict the reactants needed to synthesize it. The reactants are: [F:1][C:2]([F:11])([F:10])[C:3]1[CH:4]=[C:5]([CH:7]=[CH:8][CH:9]=1)[NH2:6].[C:12]1(=O)[CH2:17][CH2:16][CH2:15][C:14](=[O:18])[CH2:13]1.FC(F)(F)S([O-])(=O)=O.[Yb+3].FC(F)(F)S([O-])(=O)=O.FC(F)(F)S([O-])(=O)=O. (4) Given the product [F:13][C:14]1[CH:21]=[N:20][CH:19]=[CH:18][C:15]=1[C:16]1[S:12][C:3]2[C:2]([N:1]=1)=[CH:7][C:6]([C:8]([F:9])([F:11])[F:10])=[CH:5][N:4]=2, predict the reactants needed to synthesize it. The reactants are: [NH2:1][C:2]1[C:3]([SH:12])=[N:4][CH:5]=[C:6]([C:8]([F:11])([F:10])[F:9])[CH:7]=1.[F:13][C:14]1[CH:21]=[N:20][CH:19]=[CH:18][C:15]=1[CH:16]=O.CS(C)=O. (5) Given the product [CH3:1][O:2][C:3](=[O:16])[CH2:4][C:5]1[CH:6]=[C:7]2[C:12](=[CH:13][C:14]=1[F:15])[N:11]=[CH:10][C:9]([Br:23])=[CH:8]2, predict the reactants needed to synthesize it. The reactants are: [CH3:1][O:2][C:3](=[O:16])[CH2:4][C:5]1[CH:6]=[C:7]2[C:12](=[CH:13][C:14]=1[F:15])[N:11]=[CH:10][CH:9]=[CH:8]2.N1C=CC=CC=1.[Br:23]Br.